This data is from Peptide-MHC class II binding affinity with 134,281 pairs from IEDB. The task is: Regression. Given a peptide amino acid sequence and an MHC pseudo amino acid sequence, predict their binding affinity value. This is MHC class II binding data. The peptide sequence is VFNYETETTSVIPAA. The MHC is DRB1_0301 with pseudo-sequence DRB1_0301. The binding affinity (normalized) is 0.0125.